Predict the product of the given reaction. From a dataset of Forward reaction prediction with 1.9M reactions from USPTO patents (1976-2016). Given the reactants [C:1]([O:5][C:6](=[O:21])[N:7]([CH2:11][C:12]1[CH:17]=[CH:16][C:15]([Cl:18])=[C:14]([CH:19]=O)[CH:13]=1)[CH2:8][CH2:9][F:10])([CH3:4])([CH3:3])[CH3:2].[CH:22]1([NH2:25])[CH2:24][CH2:23]1.[BH4-].[Na+], predict the reaction product. The product is: [C:1]([O:5][C:6](=[O:21])[N:7]([CH2:11][C:12]1[CH:17]=[CH:16][C:15]([Cl:18])=[C:14]([CH2:19][NH:25][CH:22]2[CH2:24][CH2:23]2)[CH:13]=1)[CH2:8][CH2:9][F:10])([CH3:4])([CH3:3])[CH3:2].